This data is from Full USPTO retrosynthesis dataset with 1.9M reactions from patents (1976-2016). The task is: Predict the reactants needed to synthesize the given product. (1) Given the product [Br:2][C:3]1[CH:4]=[CH:5][C:6]([N:9]2[CH2:14][CH2:13][N:12]([CH3:17])[CH2:11][CH2:10]2)=[CH:7][CH:8]=1, predict the reactants needed to synthesize it. The reactants are: Cl.[Br:2][C:3]1[CH:8]=[CH:7][C:6]([N:9]2[CH2:14][CH2:13][NH:12][CH2:11][CH2:10]2)=[CH:5][CH:4]=1.C=O.[CH3:17]C(O)=O.[BH4-].[Na+].[NH4+].[Cl-]. (2) Given the product [O:32]1[CH2:36][CH2:35][CH:34]([CH2:37][NH:38][C:28]([C:25]2[CH:24]=[C:23]([CH2:22][O:21][CH2:20][C:18]3[CH:17]=[CH:16][C:15]4[S:11][CH:12]=[CH:13][C:14]=4[CH:19]=3)[O:27][N:26]=2)=[O:30])[CH2:33]1, predict the reactants needed to synthesize it. The reactants are: ON1C2C=CC=CC=2N=N1.[S:11]1[C:15]2[CH:16]=[CH:17][C:18]([CH2:20][O:21][CH2:22][C:23]3[O:27][N:26]=[C:25]([C:28]([OH:30])=O)[CH:24]=3)=[CH:19][C:14]=2[CH:13]=[CH:12]1.Cl.[O:32]1[CH2:36][CH2:35][CH:34]([CH2:37][NH2:38])[CH2:33]1.C(N(CC)CC)C.Cl.C(N=C=NCCCN(C)C)C.Cl. (3) The reactants are: CS(C)=O.[CH3:5][C:6]1[CH:7]=[CH:8][C:9]([O:12][CH2:13][C:14]2[CH:19]=[CH:18][C:17](/[CH:20]=[CH:21]/[N+:22]([O-:24])=[O:23])=[CH:16][CH:15]=2)=[N:10][CH:11]=1.C(O)(=O)C.[BH4-].[Na+]. Given the product [CH3:5][C:6]1[CH:7]=[CH:8][C:9]([O:12][CH2:13][C:14]2[CH:19]=[CH:18][C:17]([CH2:20][CH2:21][N+:22]([O-:24])=[O:23])=[CH:16][CH:15]=2)=[N:10][CH:11]=1, predict the reactants needed to synthesize it. (4) Given the product [NH2:1][C:2]1[CH:7]=[C:6]([Br:8])[C:5]([Cl:9])=[CH:4][C:3]=1[CH:10]=[O:11], predict the reactants needed to synthesize it. The reactants are: [NH2:1][C:2]1[CH:7]=[C:6]([Br:8])[C:5]([Cl:9])=[CH:4][C:3]=1[CH2:10][OH:11]. (5) Given the product [Br:1][C:2]1[C:15](=[O:16])[N:14]([CH:17]2[CH2:21][CH2:20][CH2:19][CH2:18]2)[C:5]2[N:6]=[C:7]([NH:22][CH2:23][C:24]([OH:26])([CH3:27])[CH3:25])[N:8]=[C:9]([CH3:10])[C:4]=2[CH:3]=1, predict the reactants needed to synthesize it. The reactants are: [Br:1][C:2]1[C:15](=[O:16])[N:14]([CH:17]2[CH2:21][CH2:20][CH2:19][CH2:18]2)[C:5]2[N:6]=[C:7](S(C)=O)[N:8]=[C:9]([CH3:10])[C:4]=2[CH:3]=1.[NH2:22][CH2:23][C:24]([CH3:27])([OH:26])[CH3:25].C(N(CC)CC)C. (6) Given the product [NH2:1][C:2]1[S:3][C:4]([C:24]2[CH:29]=[CH:28][N:27]=[C:26]([NH:46][C:40]3[CH:39]=[C:38]4[C:43]([CH2:44][CH2:45][NH:36][CH2:37]4)=[CH:42][CH:41]=3)[N:25]=2)=[C:5]([C:7]2[CH:8]=[C:9]([NH:13][C:14](=[O:23])[C:15]3[C:20]([F:21])=[CH:19][CH:18]=[CH:17][C:16]=3[F:22])[CH:10]=[CH:11][CH:12]=2)[N:6]=1.[NH2:1][C:2]1[S:3][C:4]([C:24]2[CH:29]=[CH:28][N:27]=[C:26]([NH:46][C:40]3[CH:39]=[C:38]4[C:43]([CH2:44][CH2:45][N:36]([C:34](=[O:35])[C:33]([F:48])([F:32])[F:47])[CH2:37]4)=[CH:42][CH:41]=3)[N:25]=2)=[C:5]([C:7]2[CH:8]=[C:9]([NH:13][C:14](=[O:23])[C:15]3[C:20]([F:21])=[CH:19][CH:18]=[CH:17][C:16]=3[F:22])[CH:10]=[CH:11][CH:12]=2)[N:6]=1, predict the reactants needed to synthesize it. The reactants are: [NH2:1][C:2]1[S:3][C:4]([C:24]2[CH:29]=[CH:28][N:27]=[C:26](Cl)[N:25]=2)=[C:5]([C:7]2[CH:8]=[C:9]([NH:13][C:14](=[O:23])[C:15]3[C:20]([F:21])=[CH:19][CH:18]=[CH:17][C:16]=3[F:22])[CH:10]=[CH:11][CH:12]=2)[N:6]=1.Cl.[F:32][C:33]([F:48])([F:47])[C:34]([N:36]1[CH2:45][CH2:44][C:43]2[C:38](=[CH:39][C:40]([NH2:46])=[CH:41][CH:42]=2)[CH2:37]1)=[O:35]. (7) Given the product [CH2:1]([O:8][CH2:9][C@@H:10]1[O:14][CH2:15][C:16]2=[N:17][O:18][CH2:13][C@@H:12]2[CH2:11]1)[C:2]1[CH:7]=[CH:6][CH:5]=[CH:4][CH:3]=1, predict the reactants needed to synthesize it. The reactants are: [CH2:1]([O:8][CH2:9][C@H:10]([O:14][CH2:15][CH:16]=[N:17][OH:18])[CH2:11][CH:12]=[CH2:13])[C:2]1[CH:7]=[CH:6][CH:5]=[CH:4][CH:3]=1.Cl[O-].[Na+].